Task: Predict the reactants needed to synthesize the given product.. Dataset: Full USPTO retrosynthesis dataset with 1.9M reactions from patents (1976-2016) (1) Given the product [OH:13][CH2:14][CH2:15][NH:16][C:17](=[O:20])[CH:18]=[CH2:19].[CH2:21]([S:24]([O-:27])(=[O:26])=[O:25])[CH:22]=[CH2:23].[Na+:28], predict the reactants needed to synthesize it. The reactants are: S(OOS([O-])(=O)=O)([O-])(=O)=O.[NH4+].[NH4+].[OH:13][CH2:14][CH2:15][NH:16][C:17](=[O:20])[CH:18]=[CH2:19].[CH2:21]([S:24]([O-:27])(=[O:26])=[O:25])[CH:22]=[CH2:23].[Na+:28]. (2) Given the product [O:15]=[C:16]1[CH:21]([N:22]2[C:30](=[O:31])[C:29]3[C:24](=[CH:25][CH:26]=[CH:27][C:28]=3[CH2:32][N:33]([CH3:34])[C:12]([NH:11][C:1]3[C:10]4[C:5](=[CH:6][CH:7]=[CH:8][CH:9]=4)[CH:4]=[CH:3][CH:2]=3)=[O:13])[C:23]2=[O:35])[CH2:20][CH2:19][C:18](=[O:36])[NH:17]1, predict the reactants needed to synthesize it. The reactants are: [C:1]1([N:11]=[C:12]=[O:13])[C:10]2[C:5](=[CH:6][CH:7]=[CH:8][CH:9]=2)[CH:4]=[CH:3][CH:2]=1.Cl.[O:15]=[C:16]1[CH:21]([N:22]2[C:30](=[O:31])[C:29]3[C:24](=[CH:25][CH:26]=[CH:27][C:28]=3[CH2:32][NH:33][CH3:34])[C:23]2=[O:35])[CH2:20][CH2:19][C:18](=[O:36])[NH:17]1.C(N(CC)CC)C. (3) Given the product [Br:8][C:9]1[CH:14]=[C:13]([CH2:15][NH:16][C:17]([C@@H:19]2[CH2:23][C@@H:22]([F:24])[CH2:21][NH:20]2)=[O:18])[CH:12]=[CH:11][N:10]=1, predict the reactants needed to synthesize it. The reactants are: FC(F)(F)C(O)=O.[Br:8][C:9]1[CH:14]=[C:13]([CH2:15][NH:16][C:17]([C@@H:19]2[CH2:23][C@@H:22]([F:24])[CH2:21][N:20]2C(OC(C)(C)C)=O)=[O:18])[CH:12]=[CH:11][N:10]=1. (4) Given the product [CH:10]1([N:9]2[C:36](=[O:38])[C:25]3[S:26][CH:27]=[C:28]([C:29]4[CH:34]=[CH:33][CH:32]=[CH:31][C:30]=4[F:35])[C:24]=3[N:23]=[CH:8]2)[CH2:16][CH2:17][CH2:22][CH2:21][CH2:20][CH2:19][CH2:18]1, predict the reactants needed to synthesize it. The reactants are: C1(N2C(=O)C3SC=[C:16]([C:17]4[CH:22]=[CH:21][CH:20]=[CH:19][CH:18]=4)[C:10]=3[N:9]=[CH:8]2)C=CC=CC=1.[NH2:23][C:24]1[C:28]([C:29]2[CH:34]=[CH:33][CH:32]=[CH:31][C:30]=2[F:35])=[CH:27][S:26][C:25]=1[C:36]([O:38]C)=O.C(OCC)(OCC)OCC.C1(N)CCCCCCC1. (5) Given the product [OH:4][CH2:3][C:2]([NH:1][C:16]([NH:15][C:7](=[O:14])[C:8]1[CH:9]=[CH:10][CH:11]=[CH:12][CH:13]=1)=[S:17])([CH3:6])[CH3:5], predict the reactants needed to synthesize it. The reactants are: [NH2:1][C:2]([CH3:6])([CH3:5])[CH2:3][OH:4].[C:7]([N:15]=[C:16]=[S:17])(=[O:14])[C:8]1[CH:13]=[CH:12][CH:11]=[CH:10][CH:9]=1. (6) Given the product [NH2:24][C:5]1[CH:4]=[CH:3][C:2]([Cl:1])=[CH:23][C:6]=1[C:7]([NH:9][C:10]1[CH:14]=[CH:13][N:12]([C:15]2[CH:20]=[CH:19][C:18]([CH3:21])=[C:17]([CH3:22])[CH:16]=2)[N:11]=1)=[O:8], predict the reactants needed to synthesize it. The reactants are: [Cl:1][C:2]1[CH:3]=[CH:4][C:5]([N+:24]([O-])=O)=[C:6]([CH:23]=1)[C:7]([NH:9][C:10]1[CH:14]=[CH:13][N:12]([C:15]2[CH:20]=[CH:19][C:18]([CH3:21])=[C:17]([CH3:22])[CH:16]=2)[N:11]=1)=[O:8]. (7) Given the product [CH3:1][O:2][C:3]1[CH:4]=[C:5]([NH:11][S:12]([C:15]2[CH:16]=[CH:17][C:18]([CH2:21][CH2:22][N:23]3[C:31](=[O:32])[C:30]4[C:25](=[CH:26][CH:27]=[CH:28][CH:29]=4)[C:24]3=[O:33])=[CH:19][CH:20]=2)(=[O:14])=[O:13])[CH:6]=[CH:7][C:8]=1[O:9][CH3:10], predict the reactants needed to synthesize it. The reactants are: [CH3:1][O:2][C:3]1[CH:4]=[C:5]([NH:11][S:12]([C:15]2[CH:20]=[CH:19][C:18](/[CH:21]=[CH:22]/[N:23]3[C:31](=[O:32])[C:30]4[C:25](=[CH:26][CH:27]=[CH:28][CH:29]=4)[C:24]3=[O:33])=[CH:17][CH:16]=2)(=[O:14])=[O:13])[CH:6]=[CH:7][C:8]=1[O:9][CH3:10].[H][H]. (8) The reactants are: C([O:3][C:4]([C:6]1[CH:7]=[N:8][C:9]2[C:14]([C:15]=1[NH:16][CH:17]1[CH2:21][CH2:20][CH2:19][CH2:18]1)=[CH:13][CH:12]=[CH:11][C:10]=2[O:22][CH3:23])=O)C.[CH2:24]([N:26]=[C:27]=[S:28])[CH3:25]. Given the product [CH:17]1([N:16]2[C:15]3[C:14]4[CH:13]=[CH:12][CH:11]=[C:10]([O:22][CH3:23])[C:9]=4[N:8]=[CH:7][C:6]=3[C:4](=[O:3])[N:26]([CH2:24][CH3:25])[C:27]2=[S:28])[CH2:18][CH2:19][CH2:20][CH2:21]1, predict the reactants needed to synthesize it. (9) Given the product [NH2:1][C:2]1[C:11]([F:12])=[C:10]([N:27]([CH3:28])[CH2:26][CH2:25][N:24]([CH3:23])[C:29]2[CH:34]=[CH:33][CH:32]=[CH:31][N:30]=2)[C:9]([O:14][CH3:15])=[C:8]2[C:3]=1[C:4](=[O:22])[C:5]([C:19]([OH:21])=[O:20])=[CH:6][N:7]2[CH:16]1[CH2:18][CH2:17]1, predict the reactants needed to synthesize it. The reactants are: [NH2:1][C:2]1[C:11]([F:12])=[C:10](F)[C:9]([O:14][CH3:15])=[C:8]2[C:3]=1[C:4](=[O:22])[C:5]([C:19]([OH:21])=[O:20])=[CH:6][N:7]2[CH:16]1[CH2:18][CH2:17]1.[CH3:23][N:24]([C:29]1[CH:34]=[CH:33][CH:32]=[CH:31][N:30]=1)[CH2:25][CH2:26][NH:27][CH3:28].C(N(CC)CC)C.